This data is from Peptide-MHC class I binding affinity with 185,985 pairs from IEDB/IMGT. The task is: Regression. Given a peptide amino acid sequence and an MHC pseudo amino acid sequence, predict their binding affinity value. This is MHC class I binding data. The peptide sequence is YTFFFTQYF. The MHC is HLA-C14:02 with pseudo-sequence HLA-C14:02. The binding affinity (normalized) is 0.595.